Dataset: Full USPTO retrosynthesis dataset with 1.9M reactions from patents (1976-2016). Task: Predict the reactants needed to synthesize the given product. (1) Given the product [Cl:13][C:14]1[N:22]=[CH:21][CH:20]=[CH:19][C:15]=1[C:16]([O:18][CH2:2][CH3:3])=[O:17], predict the reactants needed to synthesize it. The reactants are: O.[C:2]1(C)C=CC(S(O)(=O)=O)=C[CH:3]=1.[Cl:13][C:14]1[N:22]=[CH:21][CH:20]=[CH:19][C:15]=1[C:16]([OH:18])=[O:17].CCOCC. (2) Given the product [N:1]1[C:10]2[C:5](=[CH:6][N:7]=[CH:8][CH:9]=2)[CH:4]=[CH:3][C:2]=1[CH2:11][CH2:12][C:13]([OH:15])=[O:14], predict the reactants needed to synthesize it. The reactants are: [N:1]1[C:10]2[C:5](=[CH:6][N:7]=[CH:8][CH:9]=2)[CH:4]=[CH:3][C:2]=1/[CH:11]=[CH:12]/[C:13]([OH:15])=[O:14].